The task is: Predict the reaction yield, written as a fraction of the theoretical maximum amount of product (1.0 means a 100% yield; for example, 0.34 means a 34% yield).. This data is from Reaction yield outcomes from USPTO patents with 853,638 reactions. (1) The reactants are [CH2:1]([O:3][C:4](=[O:15])[C:5]([OH:14])([C:10]([F:13])([F:12])[F:11])[CH2:6][C:7](Br)=[CH2:8])[CH3:2].[F:16][C:17]1[CH:18]=[C:19](B(O)O)[CH:20]=[C:21](OC)[CH:22]=1.[C:28](=[O:31])([O-])[O-].[Na+].[Na+]. The catalyst is C1(C)C=CC=CC=1.C(O)C.[Cl-].[NH4+].C1C=CC([P]([Pd]([P](C2C=CC=CC=2)(C2C=CC=CC=2)C2C=CC=CC=2)([P](C2C=CC=CC=2)(C2C=CC=CC=2)C2C=CC=CC=2)[P](C2C=CC=CC=2)(C2C=CC=CC=2)C2C=CC=CC=2)(C2C=CC=CC=2)C2C=CC=CC=2)=CC=1. The product is [CH2:1]([O:3][C:4](=[O:15])[C:5]([OH:14])([C:10]([F:13])([F:12])[F:11])[CH2:6][C:7]([C:19]1[CH:18]=[C:17]([F:16])[CH:22]=[CH:21][C:20]=1[O:31][CH3:28])=[CH2:8])[CH3:2]. The yield is 0.480. (2) The reactants are C1(P(C2C=CC=CC=2)C2C=CC=CC=2)C=CC=CC=1.[Cl:20][C:21]1[CH:26]=[CH:25][CH:24]=[CH:23][C:22]=1[CH:27]([OH:29])[CH3:28].N(C(OCC)=O)=NC(OCC)=O.[CH3:42][O:43][C:44]([C:46]1[S:47][C:48]([N:52]2[CH:56]=[N:55][C:54]([NH:57][C:58]3[CH:63]=[CH:62][CH:61]=[CH:60][CH:59]=3)=[N:53]2)=[CH:49][C:50]=1O)=[O:45]. The catalyst is C1COCC1.CN(C=O)C. The product is [CH3:42][O:43][C:44]([C:46]1[S:47][C:48]([N:52]2[CH:56]=[N:55][C:54]([NH:57][C:58]3[CH:63]=[CH:62][CH:61]=[CH:60][CH:59]=3)=[N:53]2)=[CH:49][C:50]=1[O:29][CH:27]([C:22]1[CH:23]=[CH:24][CH:25]=[CH:26][C:21]=1[Cl:20])[CH3:28])=[O:45]. The yield is 0.730.